This data is from Full USPTO retrosynthesis dataset with 1.9M reactions from patents (1976-2016). The task is: Predict the reactants needed to synthesize the given product. (1) Given the product [Cl:3][C:10]1[N:9]=[C:8]([C:14]([O:16][CH3:17])=[O:15])[C:7]([CH3:6])=[CH:12][CH:11]=1, predict the reactants needed to synthesize it. The reactants are: O=P(Cl)(Cl)[Cl:3].[CH3:6][C:7]1[C:8]([C:14]([O:16][CH3:17])=[O:15])=[N+:9]([O-])[CH:10]=[CH:11][CH:12]=1. (2) Given the product [C:26]([O-:31])(=[O:30])[CH:27]([CH3:29])[OH:28].[CH2:18]([NH+:9]([CH2:1][CH2:2][CH2:3][CH2:4][CH2:5][CH2:6][CH2:7][CH3:8])[CH2:10][CH2:11][CH2:12][CH2:13][CH2:14][CH2:15][CH2:16][CH3:17])[CH2:19][CH2:20][CH2:21][CH2:22][CH2:23][CH2:24][CH3:25], predict the reactants needed to synthesize it. The reactants are: [CH2:1]([N:9]([CH2:18][CH2:19][CH2:20][CH2:21][CH2:22][CH2:23][CH2:24][CH3:25])[CH2:10][CH2:11][CH2:12][CH2:13][CH2:14][CH2:15][CH2:16][CH3:17])[CH2:2][CH2:3][CH2:4][CH2:5][CH2:6][CH2:7][CH3:8].[C:26]([OH:31])(=[O:30])[C@H:27]([CH3:29])[OH:28]. (3) Given the product [NH2:17][C:14]1[CH:15]=[CH:16][C:6]2[N:5]([CH2:4][CH2:3][O:2][CH3:1])[C:11](=[O:12])[CH2:10][CH2:9][CH2:8][C:7]=2[CH:13]=1, predict the reactants needed to synthesize it. The reactants are: [CH3:1][O:2][CH2:3][CH2:4][N:5]1[C:11](=[O:12])[CH2:10][CH2:9][CH2:8][C:7]2[CH:13]=[C:14]([N+:17]([O-])=O)[CH:15]=[CH:16][C:6]1=2.O.NN. (4) Given the product [C:15]([O:14][C:12]([N:9]1[CH2:8][CH2:7][C:6]2([C:4](=[O:3])[N:22]([C:23]3[C:24]([CH3:40])=[N:25][C:26]([N:29]4[CH2:33][CH2:32][C@@H:31]([N:34]5[CH2:38][CH2:37][CH2:36][C@@H:35]5[CH3:39])[CH2:30]4)=[CH:27][CH:28]=3)[CH2:21][CH2:20][CH2:19]2)[CH2:11][CH2:10]1)=[O:13])([CH3:17])([CH3:16])[CH3:18].[NH3:9], predict the reactants needed to synthesize it. The reactants are: C([O:3][C:4]([C:6]1([CH2:19][CH2:20][CH2:21][NH:22][C:23]2[C:24]([CH3:40])=[N:25][C:26]([N:29]3[CH2:33][CH2:32][C@@H:31]([N:34]4[CH2:38][CH2:37][CH2:36][C@@H:35]4[CH3:39])[CH2:30]3)=[CH:27][CH:28]=2)[CH2:11][CH2:10][N:9]([C:12]([O:14][C:15]([CH3:18])([CH3:17])[CH3:16])=[O:13])[CH2:8][CH2:7]1)=O)C. (5) Given the product [Cl:14][C:6]1[C:3]([CH:4]=[O:5])=[C:2]([C:23]2[CH:24]=[CH:25][C:26]([C:29]([NH:31][CH2:32][CH2:33][C:34]([O:36][CH2:37][CH3:38])=[O:35])=[O:30])=[N:27][CH:28]=2)[CH:9]=[C:8]([C:10]([F:13])([F:12])[F:11])[CH:7]=1, predict the reactants needed to synthesize it. The reactants are: Cl[C:2]1[CH:9]=[C:8]([C:10]([F:13])([F:12])[F:11])[CH:7]=[C:6]([Cl:14])[C:3]=1[CH:4]=[O:5].CC1(C)C(C)(C)OB([C:23]2[CH:24]=[CH:25][C:26]([C:29]([NH:31][CH2:32][CH2:33][C:34]([O:36][CH2:37][CH3:38])=[O:35])=[O:30])=[N:27][CH:28]=2)O1. (6) Given the product [C:1]([C:5]1[CH:9]=[C:8]([NH:10][C:11]([C@@H:13]2[CH2:18][CH2:17][CH2:16][CH2:15][N:14]2[CH2:30][CH:29]2[CH2:28][CH2:27][O:26][CH2:25][CH2:24]2)=[O:12])[S:7][N:6]=1)([CH3:4])([CH3:2])[CH3:3], predict the reactants needed to synthesize it. The reactants are: [C:1]([C:5]1[CH:9]=[C:8]([NH:10][C:11]([C@@H:13]2[CH2:18][CH2:17][CH2:16][CH2:15][NH:14]2)=[O:12])[S:7][N:6]=1)([CH3:4])([CH3:3])[CH3:2].Cl.C(O)(=O)C.[CH2:24]1[CH:29]([CH:30]=O)[CH2:28][CH2:27][O:26][CH2:25]1.C(O[BH-](OC(=O)C)OC(=O)C)(=O)C.[Na+]. (7) Given the product [N+:11]([C:8]1[CH:9]=[CH:10][C:5]([O:4][C:2]([O:20][CH2:19][C@H:18]2[O:21][C@@H:14]([N:22]3[CH:30]=[C:28]([CH3:29])[C:26](=[O:27])[NH:25][C:23]3=[O:24])[CH2:15][C@@H:16]2[OH:17])=[O:3])=[CH:6][CH:7]=1)([O-:13])=[O:12], predict the reactants needed to synthesize it. The reactants are: Cl[C:2]([O:4][C:5]1[CH:10]=[CH:9][C:8]([N+:11]([O-:13])=[O:12])=[CH:7][CH:6]=1)=[O:3].[C@@H:14]1([N:22]2[CH:30]=[C:28]([CH3:29])[C:26](=[O:27])[NH:25][C:23]2=[O:24])[O:21][C@H:18]([CH2:19][OH:20])[C@@H:16]([OH:17])[CH2:15]1.CO. (8) Given the product [NH2:44][CH2:43][CH2:42][C:41]([N:52]1[CH2:57][CH:56]=[C:55]([C:58]2[CH:59]=[C:60]([NH:64][C:65](=[O:76])[C:66]3[CH:71]=[CH:70][CH:69]=[C:68]([C:72]([F:74])([F:73])[F:75])[CH:67]=3)[CH:61]=[CH:62][CH:63]=2)[N:54]2[N:77]=[CH:78][CH:79]=[C:53]12)=[O:40], predict the reactants needed to synthesize it. The reactants are: O=C(N1CC=C(C2C=CC=C(NC(=O)C3C=CC=C(C(F)(F)F)C=3)C=2)N2N=CC=C12)CNC(=O)OC(C)(C)C.[O:40]=[C:41]([N:52]1[CH2:57][CH:56]=[C:55]([C:58]2[CH:63]=[CH:62][CH:61]=[C:60]([NH:64][C:65](=[O:76])[C:66]3[CH:71]=[CH:70][CH:69]=[C:68]([C:72]([F:75])([F:74])[F:73])[CH:67]=3)[CH:59]=2)[N:54]2[N:77]=[CH:78][CH:79]=[C:53]12)[CH2:42][CH2:43][NH:44]C(=O)OC(C)(C)C.Cl. (9) Given the product [C:12]([O:11][C:9]([N:30]1[C@H:25]([CH2:24][C:23]2[CH:32]=[CH:33][CH:34]=[C:21]([N:17]3[N:18]=[CH:19][CH:20]=[N:16]3)[CH:22]=2)[CH2:26][O:27][CH2:28][C:29]1=[O:31])=[O:10])([CH3:13])([CH3:14])[CH3:15], predict the reactants needed to synthesize it. The reactants are: [CH3:13][C:12]([O:11][C:9](O[C:9]([O:11][C:12]([CH3:15])([CH3:14])[CH3:13])=[O:10])=[O:10])([CH3:15])[CH3:14].[N:16]1[N:17]([C:21]2[CH:22]=[C:23]([CH:32]=[CH:33][CH:34]=2)[CH2:24][C@H:25]2[NH:30][C:29](=[O:31])[CH2:28][O:27][CH2:26]2)[N:18]=[CH:19][CH:20]=1.